Dataset: Forward reaction prediction with 1.9M reactions from USPTO patents (1976-2016). Task: Predict the product of the given reaction. (1) Given the reactants [NH2:1][C:2]1[CH:3]=[CH:4][C:5]([N:21]2[CH2:26][CH2:25][O:24][C:23]3[CH:27]=[C:28]([S:31](=[O:48])(=[O:47])[N:32](CC4C=CC(OC)=CC=4)[C:33]4[S:34][CH:35]=[CH:36][N:37]=4)[CH:29]=[CH:30][C:22]2=3)=[C:6]([C:8]2[CH2:13][CH2:12][N:11](C(OC(C)(C)C)=O)[CH2:10][CH:9]=2)[CH:7]=1.N(OC(C)(C)C)=O.[N:56]([Si](C)(C)C)=[N+:57]=[N-].[C:63]([OH:69])([C:65]([F:68])([F:67])[F:66])=[O:64], predict the reaction product. The product is: [F:66][C:65]([F:68])([F:67])[C:63]([OH:69])=[O:64].[F:66][C:65]([F:68])([F:67])[C:63]([OH:69])=[O:64].[N:1]([C:2]1[CH:3]=[CH:4][C:5]([N:21]2[CH2:26][CH2:25][O:24][C:23]3[CH:27]=[C:28]([S:31]([NH:32][C:33]4[S:34][CH:35]=[CH:36][N:37]=4)(=[O:48])=[O:47])[CH:29]=[CH:30][C:22]2=3)=[C:6]([C:8]2[CH2:13][CH2:12][NH:11][CH2:10][CH:9]=2)[CH:7]=1)=[N+:56]=[N-:57]. (2) Given the reactants [CH2:1]([O:3][C:4]1[CH:5]=[C:6]([C:13]([O:21]C)(OC)[CH2:14][CH2:15][C:16]([O-:18])=O)[CH:7]=[CH:8][C:9]=1[O:10][CH2:11][CH3:12])[CH3:2].[K+].ClC1C=C(Cl)C=C(Cl)C=1C(Cl)=O.[CH3:36][CH:37]([CH3:54])[CH2:38][CH2:39][O:40][C:41]1[CH:46]=[C:45]([C:47]2[CH:52]=[CH:51][CH:50]=[CH:49][CH:48]=2)[N:44]=[C:43]([NH2:53])[CH:42]=1.Cl, predict the reaction product. The product is: [CH2:1]([O:3][C:4]1[CH:5]=[C:6]([C:13](=[O:21])[CH2:14][CH2:15][C:16]([NH:53][C:43]2[CH:42]=[C:41]([O:40][CH2:39][CH2:38][CH:37]([CH3:54])[CH3:36])[CH:46]=[C:45]([C:47]3[CH:48]=[CH:49][CH:50]=[CH:51][CH:52]=3)[N:44]=2)=[O:18])[CH:7]=[CH:8][C:9]=1[O:10][CH2:11][CH3:12])[CH3:2].